This data is from Retrosynthesis with 50K atom-mapped reactions and 10 reaction types from USPTO. The task is: Predict the reactants needed to synthesize the given product. (1) Given the product CN1CCN(C(=O)c2ccc(-c3ccc(C=C4SC(=S)NC4=O)o3)cc2)CC1, predict the reactants needed to synthesize it. The reactants are: CN1CCNCC1.O=C1NC(=S)SC1=Cc1ccc(-c2ccc(C(=O)O)cc2)o1. (2) Given the product C[C@H](Nc1cc(CO)cc(Nc2cnccn2)n1)c1ccc(F)cc1, predict the reactants needed to synthesize it. The reactants are: COC(=O)c1cc(Nc2cnccn2)nc(N[C@@H](C)c2ccc(F)cc2)c1. (3) Given the product O=C1NCc2ccc(OCCCCN3CCN(c4cccc(Cl)c4Cl)CC3)nc2N1, predict the reactants needed to synthesize it. The reactants are: CC(C)(C)OC(=O)NCc1ccc(OCCCCN2CCN(c3cccc(Cl)c3Cl)CC2)nc1N.